From a dataset of Retrosynthesis with 50K atom-mapped reactions and 10 reaction types from USPTO. Predict the reactants needed to synthesize the given product. (1) Given the product COc1cccc(CCNC(=O)/C=C(/c2ccccc2)c2cccnc2)c1, predict the reactants needed to synthesize it. The reactants are: COc1cccc(CCN)c1.O=C(O)/C=C(/c1ccccc1)c1cccnc1. (2) Given the product COC(=O)C[C@@H]1COc2cc(O[C@@H]3CCc4c(-c5c(C)cc(OC6CCOCC6)cc5C)ccc(F)c43)ccc21, predict the reactants needed to synthesize it. The reactants are: COC(=O)C[C@@H]1COc2cc(O[C@@H]3CCc4c(B5OC(C)(C)C(C)(C)O5)ccc(F)c43)ccc21.Cc1cc(OC2CCOCC2)cc(C)c1Br.